From a dataset of Catalyst prediction with 721,799 reactions and 888 catalyst types from USPTO. Predict which catalyst facilitates the given reaction. Reactant: Br[C:2]1[CH:3]=[C:4]([CH:25]=[CH:26][N:27]=1)[C:5]([NH:7][C:8]1[S:9][C:10]2[C:16]([N:17]3[CH2:22][CH2:21][O:20][CH2:19][CH2:18]3)=[CH:15][CH:14]=[C:13]([O:23][CH3:24])[C:11]=2[N:12]=1)=[O:6].[H-].[Na+].[CH3:30][N:31]([CH3:35])[CH2:32][CH2:33][OH:34]. Product: [CH3:30][N:31]([CH3:35])[CH2:32][CH2:33][O:34][C:2]1[CH:3]=[C:4]([CH:25]=[CH:26][N:27]=1)[C:5]([NH:7][C:8]1[S:9][C:10]2[C:16]([N:17]3[CH2:22][CH2:21][O:20][CH2:19][CH2:18]3)=[CH:15][CH:14]=[C:13]([O:23][CH3:24])[C:11]=2[N:12]=1)=[O:6]. The catalyst class is: 887.